From a dataset of Full USPTO retrosynthesis dataset with 1.9M reactions from patents (1976-2016). Predict the reactants needed to synthesize the given product. (1) Given the product [CH3:1][O:2][CH2:3][C@H:4]1[C@H:6](/[CH:7]=[CH:8]/[C:9](/[CH3:16])=[CH:10]/[C:11]([O:13][CH2:14][CH3:15])=[O:12])[C@@:5]1([CH3:31])[C:17]1[CH:26]=[CH:25][C:24]2[C:23]([CH3:28])([CH3:27])[CH2:22][CH2:21][C:20]([CH3:30])([CH3:29])[C:19]=2[CH:18]=1, predict the reactants needed to synthesize it. The reactants are: [CH3:1][O:2][CH2:3][C@@H:4]1[C@H:6](/[CH:7]=[CH:8]/[C:9](/[CH3:16])=[CH:10]/[C:11]([O:13][CH2:14][CH3:15])=[O:12])[C@@:5]1([CH3:31])[C:17]1[CH:26]=[CH:25][C:24]2[C:23]([CH3:28])([CH3:27])[CH2:22][CH2:21][C:20]([CH3:30])([CH3:29])[C:19]=2[CH:18]=1.C(OC[C@H]1[C@H](C=O)[C@]1(C)C1C=CC2C(C)(C)CCC(C)(C)C=2C=1)C. (2) The reactants are: [Si:1]([O-:5])([O-:4])([O-:3])[O-:2].[Na+].[Na+].[Na+].[Na+].[Cl-].[Al+3:11].[Cl-].[Cl-].[Si].[Al].[OH-].[Na+]. Given the product [Si:1]([O-:5])([O-:4])([O-:3])[O-:2].[Al+3:11].[Si:1]([O-:5])([O-:4])([O-:3])[O-:2].[Si:1]([O-:5])([O-:4])([O-:3])[O-:2].[Al+3:11].[Al+3:11].[Al+3:11], predict the reactants needed to synthesize it. (3) The reactants are: [ClH:1].[F:2][C:3]1[C:10]([O:11][C:12]2[CH:17]=[CH:16][CH:15]=[CH:14][CH:13]=2)=[C:9]([F:18])[CH:8]=[CH:7][C:4]=1[CH2:5][NH2:6].Cl.F[C:21]1[CH:26]=[CH:25][N:24]=[CH:23][CH:22]=1.C(N(CC)C(C)C)(C)C.O. Given the product [ClH:1].[F:2][C:3]1[C:10]([O:11][C:12]2[CH:17]=[CH:16][CH:15]=[CH:14][CH:13]=2)=[C:9]([F:18])[CH:8]=[CH:7][C:4]=1[CH2:5][NH:6][C:21]1[CH:26]=[CH:25][N:24]=[CH:23][CH:22]=1, predict the reactants needed to synthesize it. (4) Given the product [Cl:1][C:2]1[CH:7]=[CH:6][CH:5]=[CH:4][C:3]=1[C:8]1[CH:17]=[C:16]([OH:18])[CH:15]=[C:14]2[C:9]=1[CH2:10][CH:11]([CH3:29])[C:12](=[O:28])[N:13]2[C:20]1[C:21]([Cl:27])=[CH:22][CH:23]=[CH:24][C:25]=1[Cl:26], predict the reactants needed to synthesize it. The reactants are: [Cl:1][C:2]1[CH:7]=[CH:6][CH:5]=[CH:4][C:3]=1[C:8]1[CH:17]=[C:16]([O:18]C)[CH:15]=[C:14]2[C:9]=1[CH2:10][CH:11]([CH3:29])[C:12](=[O:28])[N:13]2[C:20]1[C:25]([Cl:26])=[CH:24][CH:23]=[CH:22][C:21]=1[Cl:27].ClC1C=CC=C(Cl)C=1N1C2C(=C(C3C=CC(F)=CC=3F)C=C(O)C=2)CCC1=O. (5) Given the product [CH2:39]([N:35]([CH2:36][CH3:37])[C:29]([CH3:34])([CH3:30])[C:27]([C:24]1[CH:25]=[CH:26][CH:21]=[CH:22][CH:23]=1)=[O:28])[CH3:38], predict the reactants needed to synthesize it. The reactants are: COC1(C2C=CC=CC=2)C(C)(C)O1.C(NCC)C.CS[C:21]1[CH:26]=[CH:25][C:24]([C:27]([C:29]2([N:35]3[CH2:39][CH2:38][CH2:37][CH2:36]3)[CH2:34]CCC[CH2:30]2)=[O:28])=[CH:23][CH:22]=1.